This data is from Full USPTO retrosynthesis dataset with 1.9M reactions from patents (1976-2016). The task is: Predict the reactants needed to synthesize the given product. (1) Given the product [ClH:19].[NH2:15][C:11]1[C:10]([CH3:18])=[C:9]([CH:14]=[CH:13][CH:12]=1)[O:8][C:2]([CH3:7])([CH3:1])[C:3]([O:5][CH3:6])=[O:4], predict the reactants needed to synthesize it. The reactants are: [CH3:1][C:2]([O:8][C:9]1[CH:14]=[CH:13][CH:12]=[C:11]([N+:15]([O-])=O)[C:10]=1[CH3:18])([CH3:7])[C:3]([O:5][CH3:6])=[O:4].[ClH:19]. (2) Given the product [Br:1][C:2]1[CH:3]=[C:4]2[C:9](=[CH:10][CH:11]=1)[N:8]=[C:7]([NH:13][C@@H:14]1[CH2:18][CH2:17][CH2:16][C@@H:15]1[NH:19][C:20](=[O:26])[O:21][C:22]([CH3:24])([CH3:23])[CH3:25])[N:6]=[CH:5]2, predict the reactants needed to synthesize it. The reactants are: [Br:1][C:2]1[CH:3]=[C:4]2[C:9](=[CH:10][CH:11]=1)[N:8]=[C:7](Cl)[N:6]=[CH:5]2.[NH2:13][C@@H:14]1[CH2:18][CH2:17][CH2:16][C@@H:15]1[NH:19][C:20](=[O:26])[O:21][C:22]([CH3:25])([CH3:24])[CH3:23]. (3) Given the product [NH2:20][C:19]1[C:14]([NH:13][C@@H:10]2[CH2:9][CH2:8][C@H:7]([C:5]([NH:4][CH:1]([CH3:3])[CH3:2])=[O:6])[CH2:12][CH2:11]2)=[CH:15][C:16]([O:23][CH2:24][CH2:25][N:26]2[CH2:31][CH2:30][CH2:29][CH2:28][CH2:27]2)=[N:17][CH:18]=1, predict the reactants needed to synthesize it. The reactants are: [CH:1]([NH:4][C:5]([C@H:7]1[CH2:12][CH2:11][C@@H:10]([NH:13][C:14]2[C:19]([N+:20]([O-])=O)=[CH:18][N:17]=[C:16]([O:23][CH2:24][CH2:25][N:26]3[CH2:31][CH2:30][CH2:29][CH2:28][CH2:27]3)[CH:15]=2)[CH2:9][CH2:8]1)=[O:6])([CH3:3])[CH3:2].[Sn](Cl)Cl. (4) Given the product [NH:1]1[C:9]2[C:4](=[CH:5][CH:6]=[C:7]([CH:10]3[CH2:12][CH:11]3[CH2:13][N:16]([CH3:17])[CH3:15])[CH:8]=2)[CH:3]=[CH:2]1, predict the reactants needed to synthesize it. The reactants are: [NH:1]1[C:9]2[C:4](=[CH:5][CH:6]=[C:7]([CH:10]3[CH2:12][CH:11]3[CH:13]=O)[CH:8]=2)[CH:3]=[CH:2]1.[CH3:15][NH:16][CH3:17].C(O[BH-](OC(=O)C)OC(=O)C)(=O)C.[Na+]. (5) Given the product [CH:16]([O:12][C:11](=[O:13])[CH2:10][CH2:9][C:6]1[CH:7]=[CH:8][C:3]([C:1]#[N:2])=[C:4]([OH:14])[CH:5]=1)([CH3:17])[CH3:15], predict the reactants needed to synthesize it. The reactants are: [C:1]([C:3]1[CH:8]=[CH:7][C:6]([CH2:9][CH2:10][C:11]([OH:13])=[O:12])=[CH:5][C:4]=1[OH:14])#[N:2].[CH3:15][CH:16](O)[CH3:17].N1(C2C=CN=CC=2)CCCC1.Cl.CN(C)CCCN=C=NCC.